Dataset: Reaction yield outcomes from USPTO patents with 853,638 reactions. Task: Predict the reaction yield, written as a fraction of the theoretical maximum amount of product (1.0 means a 100% yield; for example, 0.34 means a 34% yield). (1) The reactants are [CH3:1][C:2]([CH3:38])([CH3:37])[C:3]([C:29]1[C:30]([O:35][CH3:36])=[N:31][CH:32]=[N:33][CH:34]=1)([O:19]B1OC(C)(C)C(C)(C)O1)[C:4]1[CH:9]=[CH:8][C:7](B2OC(C)(C)C(C)(C)O2)=[CH:6][N:5]=1.Br[C:40]1[CH:45]=[CH:44][C:43]([C:46]([CH3:50])([CH3:49])[C:47]#[N:48])=[CH:42][C:41]=1[CH3:51].[F-].[Cs+].CCO. The catalyst is C1(C)C=CC=CC=1.C1C=CC([P]([Pd]([P](C2C=CC=CC=2)(C2C=CC=CC=2)C2C=CC=CC=2)([P](C2C=CC=CC=2)(C2C=CC=CC=2)C2C=CC=CC=2)[P](C2C=CC=CC=2)(C2C=CC=CC=2)C2C=CC=CC=2)(C2C=CC=CC=2)C2C=CC=CC=2)=CC=1.O. The product is [OH:19][C:3]([C:4]1[N:5]=[CH:6][C:7]([C:40]2[CH:45]=[CH:44][C:43]([C:46]([CH3:49])([CH3:50])[C:47]#[N:48])=[CH:42][C:41]=2[CH3:51])=[CH:8][CH:9]=1)([C:29]1[C:30]([O:35][CH3:36])=[N:31][CH:32]=[N:33][CH:34]=1)[C:2]([CH3:37])([CH3:38])[CH3:1]. The yield is 0.464. (2) The reactants are [C:1]([O:5][C:6](=[O:25])[N:7]([CH2:23][CH3:24])[CH2:8][CH2:9][N:10]1[CH2:15][CH2:14][C:13]2[NH:16][C:17]([CH:20]=O)=[C:18]([CH3:19])[C:12]=2[C:11]1=[O:22])([CH3:4])([CH3:3])[CH3:2].[F:26][C:27]1[CH:28]=[C:29]2[C:33](=[CH:34][CH:35]=1)N[C:31](=[O:36])[CH2:30]2.N1CCCC[CH2:38]1. The catalyst is C(O)C. The product is [C:1]([O:5][C:6](=[O:25])[N:7]([CH2:23][CH3:24])[CH2:8][CH2:9][N:10]1[CH2:15][CH2:14][C:13]2[NH:16][C:17]([CH:20]=[C:30]3[C:29]4[C:33](=[CH:34][CH:35]=[C:27]([F:26])[CH:28]=4)[CH2:38][C:31]3=[O:36])=[C:18]([CH3:19])[C:12]=2[C:11]1=[O:22])([CH3:4])([CH3:3])[CH3:2]. The yield is 0.500. (3) The reactants are [O:1]=[C:2]1[CH:7]([N:8]2[C:16](=[O:17])[C:15]3[C:10](=[CH:11][CH:12]=[CH:13][C:14]=3[O:18][CH2:19][C:20](=[O:43])[NH:21][CH2:22][CH2:23][CH2:24][O:25][CH2:26][CH2:27][O:28][CH2:29][CH2:30][O:31][CH2:32][CH2:33][CH2:34][NH:35]C(=O)OC(C)(C)C)[C:9]2=[O:44])[CH2:6][CH2:5][C:4](=[O:45])[NH:3]1.[C:46]([OH:52])([C:48]([F:51])([F:50])[F:49])=[O:47]. The catalyst is CO. The product is [F:49][C:48]([F:51])([F:50])[C:46]([OH:52])=[O:47].[NH2:35][CH2:34][CH2:33][CH2:32][O:31][CH2:30][CH2:29][O:28][CH2:27][CH2:26][O:25][CH2:24][CH2:23][CH2:22][NH:21][C:20](=[O:43])[CH2:19][O:18][C:14]1[CH:13]=[CH:12][CH:11]=[C:10]2[C:15]=1[C:16](=[O:17])[N:8]([CH:7]1[CH2:6][CH2:5][C:4](=[O:45])[NH:3][C:2]1=[O:1])[C:9]2=[O:44]. The yield is 0.710. (4) The reactants are [CH3:1][C@H:2]1[N:8]2[C:9]3[CH:10]=[C:11]([C:16]([O-:18])=[O:17])[CH:12]=[CH:13][C:14]=3[CH:15]=[C:7]2[C:6](=[O:19])[NH:5][CH2:4][CH2:3]1.[OH-].[Na+].Cl. The catalyst is C(O)C. The product is [CH3:1][C@H:2]1[N:8]2[C:9]3[CH:10]=[C:11]([C:16]([OH:18])=[O:17])[CH:12]=[CH:13][C:14]=3[CH:15]=[C:7]2[C:6](=[O:19])[NH:5][CH2:4][CH2:3]1. The yield is 0.410. (5) The reactants are [OH:1][C:2]1[CH:7]=[C:6]([CH2:8][NH:9][CH:10]=[C:11]2[C:20]3[C:15](=[CH:16][CH:17]=[C:18]([I:21])[CH:19]=3)[C:14](=[O:22])[NH:13][C:12]2=[O:23])[CH:5]=[CH:4][C:3]=1C1C=CC=CC=1.IC1C=C2C(=CC=1)C(=O)N[C:35](=O)[C:34]2=[CH:43][O:44][CH3:45].NCC1C=C(O)C=CC=1C1OC=CC=1. No catalyst specified. The product is [O:44]1[CH:43]=[CH:34][CH:35]=[C:45]1[C:5]1[CH:4]=[CH:3][C:2]([OH:1])=[CH:7][C:6]=1[CH2:8][NH:9][CH:10]=[C:11]1[C:20]2[C:15](=[CH:16][CH:17]=[C:18]([I:21])[CH:19]=2)[C:14](=[O:22])[NH:13][C:12]1=[O:23]. The yield is 0.560. (6) The reactants are [NH2:1][C:2](=[O:34])[C:3]([NH:6][C:7](=[O:33])[C:8]1[CH:13]=[CH:12][CH:11]=[C:10]([C:14]2[C:23]3[C:18](=[CH:19][C:20]([O:29]C)=[C:21]4[O:26][C:25]([CH3:28])([CH3:27])[CH2:24][C:22]4=3)[CH2:17][C:16]([CH3:32])([CH3:31])[N:15]=2)[CH:9]=1)([CH3:5])[CH3:4].ClC(Cl)(Cl)C(Cl)=O.[Cl-].[Al+3].[Cl-].[Cl-].[OH-].[Na+]. The catalyst is ClCCCl.O1CCCC1.C(OCC)(=O)C. The product is [NH2:1][C:2](=[O:34])[C:3]([NH:6][C:7](=[O:33])[C:8]1[CH:13]=[CH:12][CH:11]=[C:10]([C:14]2[C:23]3[C:18](=[CH:19][C:20]([OH:29])=[C:21]4[O:26][C:25]([CH3:27])([CH3:28])[CH2:24][C:22]4=3)[CH2:17][C:16]([CH3:32])([CH3:31])[N:15]=2)[CH:9]=1)([CH3:5])[CH3:4]. The yield is 0.830. (7) The reactants are [C:1]([O:5][C:6]([NH:8][C:9]1[CH:14]=[CH:13][CH:12]=[CH:11][C:10]=1[NH2:15])=[O:7])([CH3:4])([CH3:3])[CH3:2].[C:16]([O:20][C:21]([N:23]1[CH2:28][CH2:27][CH:26]([C:29]2[CH:37]=[CH:36][C:32]([C:33](O)=[O:34])=[CH:31][CH:30]=2)[CH2:25][CH2:24]1)=[O:22])([CH3:19])([CH3:18])[CH3:17]. The catalyst is CN(C=O)C. The product is [C:1]([O:5][C:6]([NH:8][C:9]1[CH:14]=[CH:13][CH:12]=[CH:11][C:10]=1[NH:15][C:33](=[O:34])[C:32]1[CH:36]=[CH:37][C:29]([CH:26]2[CH2:27][CH2:28][N:23]([C:21]([O:20][C:16]([CH3:18])([CH3:17])[CH3:19])=[O:22])[CH2:24][CH2:25]2)=[CH:30][CH:31]=1)=[O:7])([CH3:4])([CH3:2])[CH3:3]. The yield is 0.820. (8) The reactants are [F:1][C:2]([F:12])([F:11])[C:3]1[N:4]=[C:5]([C:8]([OH:10])=O)[S:6][CH:7]=1.[NH2:13][C:14]1[C:19]([CH3:20])=[C:18]([O:21][CH3:22])[CH:17]=[CH:16][C:15]=1[C:23](=[O:25])[CH3:24].C(C1C=CC(OC)=CC=1NC(C1SC=C(C(C)C)N=1)=O)(=O)C. No catalyst specified. The product is [C:23]([C:15]1[C:14]([NH:13][C:8]([C:5]2[S:6][CH:7]=[C:3]([C:2]([F:1])([F:12])[F:11])[N:4]=2)=[O:10])=[C:19]([CH3:20])[C:18]([O:21][CH3:22])=[CH:17][CH:16]=1)(=[O:25])[CH3:24]. The yield is 0.740.